From a dataset of Catalyst prediction with 721,799 reactions and 888 catalyst types from USPTO. Predict which catalyst facilitates the given reaction. (1) Reactant: [N:1]([O-])=O.[Na+].[NH2:5][C:6]1[CH:14]=[C:13]([Br:15])[C:12]([Cl:16])=[CH:11][C:7]=1[C:8]([OH:10])=[O:9].O.[Sn](Cl)Cl. Product: [ClH:16].[Br:15][C:13]1[C:12]([Cl:16])=[CH:11][C:7]([C:8]([OH:10])=[O:9])=[C:6]([NH:5][NH2:1])[CH:14]=1. The catalyst class is: 223. (2) Reactant: F[P-](F)(F)(F)(F)F.C[N:9](C)/[CH:10]=[C:11](\[N:16]1[C:20]([C:21]2[CH:22]=[N:23][CH:24]=[CH:25][CH:26]=2)=[CH:19][C:18]([C:27]([F:30])([F:29])[F:28])=[N:17]1)/[CH2:12][N:13]([CH3:15])C.[H-].[Na+].C(=O)(O)O.[NH2:38]C(N)=N.O. Product: [N:23]1[CH:24]=[CH:25][CH:26]=[C:21]([C:20]2[N:16]([C:11]3[CH:10]=[N:9][C:15]([NH2:38])=[N:13][CH:12]=3)[N:17]=[C:18]([C:27]([F:30])([F:28])[F:29])[CH:19]=2)[CH:22]=1. The catalyst class is: 8.